From a dataset of Catalyst prediction with 721,799 reactions and 888 catalyst types from USPTO. Predict which catalyst facilitates the given reaction. (1) Reactant: CCCC(O[CH2:7][C:8]([C:10]1[CH:15]=[CH:14][CH:13]=[CH:12][CH:11]=1)=[O:9])C.[CH3:16][OH:17].[Br-:18].[Br-:18].[Br-:18].[CH2:34]([N+]([CH2:34][CH2:35][CH2:36][CH3:37])(CCCC)[CH2:34][CH2:35][CH2:36][CH3:37])[CH2:35][CH2:36][CH3:37].C([N+](CCCC)(CCCC)CCCC)CCC.C([N+](CCCC)(CCCC)CCCC)CCC. Product: [Br:18][CH2:7][C:8]([C:10]1[CH:11]=[CH:12][C:13]([O:17][CH2:16][CH2:34][CH2:35][CH2:36][CH3:37])=[CH:14][CH:15]=1)=[O:9]. The catalyst class is: 2. (2) Reactant: [OH:1][C@H:2]1[CH2:5][C@H:4]([C:6]2[N:10](C(OC(C)(C)C)=O)[C:9]3[CH:18]=[CH:19][CH:20]=[CH:21][C:8]=3[N:7]=2)[CH2:3]1. Product: [NH:7]1[C:8]2[CH:21]=[CH:20][CH:19]=[CH:18][C:9]=2[N:10]=[C:6]1[C@H:4]1[CH2:3][C@H:2]([OH:1])[CH2:5]1. The catalyst class is: 620. (3) Reactant: [F:1][C:2]1[C:9]([I:10])=[CH:8][C:7]([C@H:11]2[O:16][CH2:15][C@@H:14]3[CH2:17][NH:18][CH2:19][CH2:20][N:13]3[CH2:12]2)=[C:6]([CH3:21])[C:3]=1[C:4]#[N:5].CCN(C(C)C)C(C)C.[CH3:31][C:32]([O:35][C:36](O[C:36]([O:35][C:32]([CH3:34])([CH3:33])[CH3:31])=[O:37])=[O:37])([CH3:34])[CH3:33]. Product: [C:4]([C:3]1[C:6]([CH3:21])=[C:7]([C@H:11]2[O:16][CH2:15][C@@H:14]3[CH2:17][N:18]([C:36]([O:35][C:32]([CH3:34])([CH3:33])[CH3:31])=[O:37])[CH2:19][CH2:20][N:13]3[CH2:12]2)[CH:8]=[C:9]([I:10])[C:2]=1[F:1])#[N:5]. The catalyst class is: 2. (4) Reactant: I[C:2]1[CH:7]=[CH:6][C:5]([N:8]2[CH:13]=[CH:12][CH:11]=[CH:10][C:9]2=[S:14])=[CH:4][CH:3]=1.[Cl:15][C:16]1[S:20][C:19]([C:21]([NH:23][CH2:24][C:25]2[N:26]=[CH:27][NH:28][CH:29]=2)=[O:22])=[CH:18][CH:17]=1.OC1C=CC=C2C=1N=CC=C2.C([O-])([O-])=O.[K+].[K+]. Product: [Cl:15][C:16]1[S:20][C:19]([C:21]([NH:23][CH2:24][C:25]2[N:26]=[CH:27][N:28]([C:2]3[CH:7]=[CH:6][C:5]([N:8]4[CH:13]=[CH:12][CH:11]=[CH:10][C:9]4=[S:14])=[CH:4][CH:3]=3)[CH:29]=2)=[O:22])=[CH:18][CH:17]=1. The catalyst class is: 156. (5) Reactant: [CH:1](NC(C)C)(C)C.C([Li])CCC.[O:13]1[C:17]2([CH2:22][CH2:21][CH:20]([C:23]([O:25][CH2:26][CH3:27])=[O:24])[CH2:19][CH2:18]2)[O:16][CH2:15][CH2:14]1.CI. Product: [CH3:1][C:20]1([C:23]([O:25][CH2:26][CH3:27])=[O:24])[CH2:21][CH2:22][C:17]2([O:16][CH2:15][CH2:14][O:13]2)[CH2:18][CH2:19]1. The catalyst class is: 30. (6) The catalyst class is: 31. Reactant: [NH2:1][C:2]1[CH:10]=[N:9][CH:8]=[CH:7][C:3]=1[C:4](O)=[O:5].C1N=C[N:13](C(N2C=NC=C2)=O)C=1.N. Product: [NH2:1][C:2]1[CH:10]=[N:9][CH:8]=[CH:7][C:3]=1[C:4]([NH2:13])=[O:5]. (7) Reactant: [CH2:1]([N:3]1[CH:7]=[CH:6][C:5]([C:8]2[S:9][CH:10]=[CH:11][CH:12]=2)=[N:4]1)[CH3:2].[I:13]N1C(=O)CCC1=O.S([O-])([O-])(=O)=S.[Na+].[Na+].C(=O)([O-])[O-].[Na+].[Na+]. Product: [CH2:1]([N:3]1[CH:7]=[C:6]([I:13])[C:5]([C:8]2[S:9][CH:10]=[CH:11][CH:12]=2)=[N:4]1)[CH3:2]. The catalyst class is: 9.